Dataset: Peptide-MHC class I binding affinity with 185,985 pairs from IEDB/IMGT. Task: Regression. Given a peptide amino acid sequence and an MHC pseudo amino acid sequence, predict their binding affinity value. This is MHC class I binding data. (1) The peptide sequence is ELMESRMRI. The MHC is HLA-A02:02 with pseudo-sequence HLA-A02:02. The binding affinity (normalized) is 0.343. (2) The peptide sequence is LYLQMNSL. The MHC is HLA-A30:02 with pseudo-sequence HLA-A30:02. The binding affinity (normalized) is 0.112.